From a dataset of Forward reaction prediction with 1.9M reactions from USPTO patents (1976-2016). Predict the product of the given reaction. (1) Given the reactants C[Si]([N-][Si](C)(C)C)(C)C.[Li+].F[C:12]1[C:17]([C:18]2[N:23]=[C:22]([CH3:24])[N:21]=[C:20]([N:25]([CH2:35][C:36]3[CH:41]=[CH:40][C:39]([O:42][CH3:43])=[CH:38][CH:37]=3)[CH2:26][C:27]3[CH:32]=[CH:31][C:30]([O:33][CH3:34])=[CH:29][CH:28]=3)[CH:19]=2)=[CH:16][C:15]([C@H:44]([N:46]2[CH2:51][CH2:50][N:49]([S:52]([CH3:55])(=[O:54])=[O:53])[CH2:48][CH2:47]2)[CH3:45])=[CH:14][N:13]=1.[F:56][C:57]1[CH:58]=[C:59]([NH2:65])[CH:60]=[N:61][C:62]=1[O:63][CH3:64].[NH4+].[Cl-], predict the reaction product. The product is: [F:56][C:57]1[CH:58]=[C:59]([NH:65][C:12]2[C:17]([C:18]3[N:23]=[C:22]([CH3:24])[N:21]=[C:20]([N:25]([CH2:35][C:36]4[CH:41]=[CH:40][C:39]([O:42][CH3:43])=[CH:38][CH:37]=4)[CH2:26][C:27]4[CH:32]=[CH:31][C:30]([O:33][CH3:34])=[CH:29][CH:28]=4)[CH:19]=3)=[CH:16][C:15]([C@H:44]([N:46]3[CH2:47][CH2:48][N:49]([S:52]([CH3:55])(=[O:53])=[O:54])[CH2:50][CH2:51]3)[CH3:45])=[CH:14][N:13]=2)[CH:60]=[N:61][C:62]=1[O:63][CH3:64]. (2) Given the reactants [H-].[K+].Br[C:4]1[C:12]([CH3:13])=[CH:11][CH:10]=[C:9]2[C:5]=1[CH:6]=[CH:7][NH:8]2.C([Li])(C)(C)C.C([O:23][B:24](OCCCC)[O:25]CCCC)CCC, predict the reaction product. The product is: [CH3:13][C:12]1[CH:11]=[CH:10][C:9]2[NH:8][CH:7]=[CH:6][C:5]=2[C:4]=1[B:24]([OH:25])[OH:23]. (3) Given the reactants OC(C(F)(F)F)=O.[OH:8][C@H:9]1[C@H:14]([N:15]2[CH2:19][CH2:18][CH2:17][C:16]2=[O:20])[CH2:13][CH2:12][NH:11][CH2:10]1.CCN(C(C)C)C(C)C.[Cl:30][C:31]1[N:35]2[CH:36]=[C:37]([CH:44]3[CH2:46][CH2:45]3)[CH:38]=[C:39]([C:40]([F:43])([F:42])[F:41])[C:34]2=[N:33][C:32]=1[C:47](O)=[O:48].CN(C(ON1N=NC2C=CC=NC1=2)=[N+](C)C)C.F[P-](F)(F)(F)(F)F, predict the reaction product. The product is: [Cl:30][C:31]1[N:35]2[CH:36]=[C:37]([CH:44]3[CH2:46][CH2:45]3)[CH:38]=[C:39]([C:40]([F:42])([F:41])[F:43])[C:34]2=[N:33][C:32]=1[C:47]([N:11]1[CH2:12][CH2:13][C@@H:14]([N:15]2[CH2:19][CH2:18][CH2:17][C:16]2=[O:20])[C@H:9]([OH:8])[CH2:10]1)=[O:48]. (4) Given the reactants [F:1][C:2]1[CH:7]=[CH:6][N:5]=[C:4](N)[C:3]=1[O:9][CH3:10].[BrH:11].BrBr.N([O-])=O.[Na+].[OH-].[Na+], predict the reaction product. The product is: [Br:11][C:4]1[C:3]([O:9][CH3:10])=[C:2]([F:1])[CH:7]=[CH:6][N:5]=1. (5) Given the reactants C(Cl)(=O)C(Cl)=O.CS(C)=O.[C:11]([O:14][C@@H:15]1[C@H:19]([CH2:20][CH2:21][CH2:22][CH2:23][CH2:24][CH2:25][C:26]([O:28][CH3:29])=[O:27])[C@@H:18]([CH2:30][OH:31])[C@H:17]([O:32][CH:33]2[CH2:38][CH2:37][CH2:36][CH2:35][O:34]2)[CH2:16]1)(=[O:13])[CH3:12].C(N(CC)CC)C, predict the reaction product. The product is: [C:11]([O:14][C@@H:15]1[C@H:19]([CH2:20][CH2:21][CH2:22][CH2:23][CH2:24][CH2:25][C:26]([O:28][CH3:29])=[O:27])[C@@H:18]([CH:30]=[O:31])[C@H:17]([O:32][CH:33]2[CH2:38][CH2:37][CH2:36][CH2:35][O:34]2)[CH2:16]1)(=[O:13])[CH3:12]. (6) Given the reactants [C:1]([O:5][C:6]([NH:8][C@H:9]([CH2:13][C:14]#[N:15])[C:10]([OH:12])=O)=[O:7])([CH3:4])([CH3:3])[CH3:2].CN(C(ON1N=N[C:26]2[CH:27]=[CH:28][CH:29]=[N:30][C:25]1=2)=[N+](C)C)C.F[P-](F)(F)(F)(F)F.C1(N)CCCC1.CCN(CC)CC, predict the reaction product. The product is: [C:14]([CH2:13][C@@H:9]([NH:8][C:6](=[O:7])[O:5][C:1]([CH3:2])([CH3:3])[CH3:4])[C:10]([NH:30][CH:25]1[CH2:26][CH2:27][CH2:28][CH2:29]1)=[O:12])#[N:15]. (7) Given the reactants [NH2:1][S:2]([C:5]1[CH:6]=[CH:7][C:8]([F:14])=[C:9]([CH:13]=1)[C:10]([OH:12])=O)(=[O:4])=[O:3].Cl.CN(C)CCCN=C=NCC.[NH:27]1[CH2:32][CH2:31][O:30][CH2:29][CH2:28]1.CN(C=O)C, predict the reaction product. The product is: [F:14][C:8]1[CH:7]=[CH:6][C:5]([S:2]([NH2:1])(=[O:3])=[O:4])=[CH:13][C:9]=1[C:10]([N:27]1[CH2:32][CH2:31][O:30][CH2:29][CH2:28]1)=[O:12].